From a dataset of Catalyst prediction with 721,799 reactions and 888 catalyst types from USPTO. Predict which catalyst facilitates the given reaction. (1) Product: [CH3:27][C:26]1([CH2:25][CH2:24][CH2:23][CH2:22][CH2:21][CH2:20][CH2:19][CH2:18][CH2:17][CH2:16][CH2:15][CH2:14][CH3:13])[NH:11][C:9]2[C:10]3[C:5]([CH:6]=[CH:7][CH:8]=2)=[CH:4][CH:3]=[CH:2][C:1]=3[NH:12]1. Reactant: [C:1]1([NH2:12])[C:10]2[C:5](=[CH:6][CH:7]=[CH:8][C:9]=2[NH2:11])[CH:4]=[CH:3][CH:2]=1.[CH3:13][C:14](=O)[CH2:15][CH2:16][CH2:17][CH2:18][CH2:19][CH2:20][CH2:21][CH2:22][CH2:23][CH2:24][CH2:25][CH2:26][CH3:27].Cl. The catalyst class is: 41. (2) Reactant: [CH:1]1[C:9]2[C:8]3[CH:10]=[CH:11][CH:12]=[CH:13][C:7]=3[O:6][C:5]=2[C:4](B(O)O)=[CH:3][CH:2]=1.Br[C:18]1[CH:19]=[C:20]([Si:24]([C:37]2[CH:42]=[CH:41][CH:40]=[C:39]([Br:43])[CH:38]=2)([C:31]2[CH:36]=[CH:35][CH:34]=[CH:33][CH:32]=2)[C:25]2[CH:30]=[CH:29][CH:28]=[CH:27][CH:26]=2)[CH:21]=[CH:22][CH:23]=1.C([O-])([O-])=O.[K+].[K+]. Product: [Br:43][C:39]1[CH:38]=[C:37]([Si:24]([C:31]2[CH:32]=[CH:33][CH:34]=[C:35]([C:4]3[C:5]4[O:6][C:7]5[CH:13]=[CH:12][CH:11]=[CH:10][C:8]=5[C:9]=4[CH:1]=[CH:2][CH:3]=3)[CH:36]=2)([C:20]2[CH:19]=[CH:18][CH:23]=[CH:22][CH:21]=2)[C:25]2[CH:30]=[CH:29][CH:28]=[CH:27][CH:26]=2)[CH:42]=[CH:41][CH:40]=1. The catalyst class is: 398.